This data is from Reaction yield outcomes from USPTO patents with 853,638 reactions. The task is: Predict the reaction yield, written as a fraction of the theoretical maximum amount of product (1.0 means a 100% yield; for example, 0.34 means a 34% yield). (1) The reactants are [CH2:1]([O:5][CH:6]([O:8][NH:9][C:10]([C:12]1[S:16][C:15]2[CH:17]=[C:18]([CH2:21][OH:22])[CH:19]=[CH:20][C:14]=2[CH:13]=1)=[O:11])[CH3:7])[CH:2]([CH3:4])[CH3:3]. The catalyst is C(Cl)Cl.O=[Mn]=O. The product is [CH2:1]([O:5][CH:6]([O:8][NH:9][C:10]([C:12]1[S:16][C:15]2[CH:17]=[C:18]([CH:21]=[O:22])[CH:19]=[CH:20][C:14]=2[CH:13]=1)=[O:11])[CH3:7])[CH:2]([CH3:4])[CH3:3]. The yield is 0.820. (2) The reactants are C([O:5][C:6](=[O:32])[CH2:7][C@H:8]([C:17]([N:19]1[C@@H:23]([CH2:24][C:25]2[CH:30]=[CH:29][CH:28]=[CH:27][CH:26]=2)[CH2:22][O:21][C:20]1=[O:31])=[O:18])[CH2:9][CH2:10][CH:11]1[CH2:16][CH2:15][CH2:14][CH2:13][CH2:12]1)(C)(C)C.C(Cl)Cl.C(O)(C(F)(F)F)=O. The catalyst is O. The product is [CH2:24]([C@H:23]1[CH2:22][O:21][C:20](=[O:31])[N:19]1[C:17]([C@H:8]([CH2:9][CH2:10][CH:11]1[CH2:12][CH2:13][CH2:14][CH2:15][CH2:16]1)[CH2:7][C:6]([OH:32])=[O:5])=[O:18])[C:25]1[CH:26]=[CH:27][CH:28]=[CH:29][CH:30]=1. The yield is 1.00. (3) The reactants are [H-].[Na+].[Br:3][C:4]1[CH:16]=[CH:15][C:7](/[CH:8]=[CH:9]/[C:10]([O:12][CH2:13][CH3:14])=[O:11])=[CH:6][CH:5]=1.[CH3:17]COC(C)=O.CCCCCC. The catalyst is CS(C)=O. The product is [Br:3][C:4]1[CH:5]=[CH:6][C:7]([C@@H:8]2[CH2:17][C@H:9]2[C:10]([O:12][CH2:13][CH3:14])=[O:11])=[CH:15][CH:16]=1. The yield is 0.467.